From a dataset of Reaction yield outcomes from USPTO patents with 853,638 reactions. Predict the reaction yield, written as a fraction of the theoretical maximum amount of product (1.0 means a 100% yield; for example, 0.34 means a 34% yield). (1) The reactants are [C:1]([C:5]1[CH:10]=[C:9]([F:11])[CH:8]=[CH:7][C:6]=1[OH:12])([CH3:4])([CH3:3])[CH3:2].CCN(CC)CC.Cl[C:21]([O:23][CH3:24])=[O:22]. The catalyst is O1CCOCC1. The product is [C:21](=[O:22])([O:23][CH3:24])[O:12][C:6]1[CH:7]=[CH:8][C:9]([F:11])=[CH:10][C:5]=1[C:1]([CH3:4])([CH3:2])[CH3:3]. The yield is 0.590. (2) The reactants are [CH2:1]([O:3][C:4](=[O:22])[CH2:5][NH:6][CH2:7][CH2:8][NH:9][S:10]([C:13]1[S:14][C:15]2[CH:21]=[CH:20][CH:19]=[CH:18][C:16]=2[N:17]=1)(=[O:12])=[O:11])[CH3:2].[CH3:23][O:24][C:25]1[CH:46]=[CH:45][C:28]([CH2:29][O:30][C:31]([NH:33][C:34]2[CH:39]=[CH:38][N:37]([CH2:40][C:41](O)=[O:42])[C:36](=[O:44])[N:35]=2)=[O:32])=[CH:27][CH:26]=1. No catalyst specified. The product is [CH2:1]([O:3][C:4](=[O:22])[CH2:5][N:6]([CH2:7][CH2:8][NH:9][S:10]([C:13]1[S:14][C:15]2[CH:21]=[CH:20][CH:19]=[CH:18][C:16]=2[N:17]=1)(=[O:12])=[O:11])[C:41](=[O:42])[CH2:40][N:37]1[CH:38]=[CH:39][C:34]([NH:33][C:31]([O:30][CH2:29][C:28]2[CH:45]=[CH:46][C:25]([O:24][CH3:23])=[CH:26][CH:27]=2)=[O:32])=[N:35][C:36]1=[O:44])[CH3:2]. The yield is 0.870.